This data is from Reaction yield outcomes from USPTO patents with 853,638 reactions. The task is: Predict the reaction yield, written as a fraction of the theoretical maximum amount of product (1.0 means a 100% yield; for example, 0.34 means a 34% yield). (1) The reactants are Cl[C:2]1[N:7]=[C:6]([C:8]2[CH:13]=[CH:12][CH:11]=[CH:10][CH:9]=2)[CH:5]=[CH:4][N:3]=1.[NH2:14][C:15]1[CH:20]=[CH:19][C:18]([CH2:21][C:22]([OH:24])=[O:23])=[CH:17][CH:16]=1.C(N(C(C)C)CC)(C)C.C1COCC1. The catalyst is CCOCC.O. The product is [C:8]1([C:6]2[CH:5]=[CH:4][N:3]=[C:2]([NH:14][C:15]3[CH:16]=[CH:17][C:18]([CH2:21][C:22]([OH:24])=[O:23])=[CH:19][CH:20]=3)[N:7]=2)[CH:13]=[CH:12][CH:11]=[CH:10][CH:9]=1. The yield is 0.770. (2) The reactants are [Na+].[CH2:2]([O:4][C:5]1[C:14]2[C:9](=[CH:10][CH:11]=[CH:12][CH:13]=2)[C:8]([O:15][CH2:16][CH3:17])=[C:7]([C:18]([O-])=[O:19])[C:6]=1[C:21]([O-])=[O:22])[CH3:3].[Na+].[NH2:25][C:26]1[CH:31]=[CH:30][C:29]([CH2:32][C:33]([O:35][CH2:36][CH3:37])=[O:34])=[C:28]([F:38])[CH:27]=1. The catalyst is C(O)(=O)C.O. The product is [CH2:16]([O:15][C:8]1[C:7]2[C:18](=[O:19])[N:25]([C:26]3[CH:31]=[CH:30][C:29]([CH2:32][C:33]([O:35][CH2:36][CH3:37])=[O:34])=[C:28]([F:38])[CH:27]=3)[C:21](=[O:22])[C:6]=2[C:5]([O:4][CH2:2][CH3:3])=[C:14]2[CH:13]=[CH:12][CH:11]=[CH:10][C:9]=12)[CH3:17]. The yield is 0.840. (3) The reactants are [F:1][C:2]1[C:29]([F:30])=[CH:28][CH:27]=[CH:26][C:3]=1[CH2:4][N:5]1[C:10](=[O:11])[CH:9]=[CH:8][C:7]([C:12]2[C:20]3[C:15](=[CH:16][CH:17]=[C:18]([F:21])[CH:19]=3)[N:14]([CH2:22][C:23]#[N:24])[C:13]=2[CH3:25])=[CH:6]1.[N-:31]=[N+:32]=[N-:33].[Na+].[Cl-].[NH4+]. The yield is 0.180. The product is [N:24]1[NH:31][N:32]=[N:33][C:23]=1[CH2:22][N:14]1[C:15]2[C:20](=[CH:19][C:18]([F:21])=[CH:17][CH:16]=2)[C:12]([C:7]2[CH:8]=[CH:9][C:10](=[O:11])[N:5]([CH2:4][C:3]3[CH:26]=[CH:27][CH:28]=[C:29]([F:30])[C:2]=3[F:1])[CH:6]=2)=[C:13]1[CH3:25]. The catalyst is CN(C=O)C. (4) The product is [NH2:13][C:9]1[C:8]([N+:14]([O-:16])=[O:15])=[C:7]([O:6][C:5]2[CH:17]=[CH:18][C:2]([NH:1][C:27]([NH:26][C:23]3[CH:24]=[CH:25][C:20]([Cl:19])=[C:21]([C:29]([F:31])([F:30])[F:32])[CH:22]=3)=[O:28])=[CH:3][CH:4]=2)[CH:12]=[CH:11][N:10]=1. The reactants are [NH2:1][C:2]1[CH:18]=[CH:17][C:5]([O:6][C:7]2[CH:12]=[CH:11][N:10]=[C:9]([NH2:13])[C:8]=2[N+:14]([O-:16])=[O:15])=[CH:4][CH:3]=1.[Cl:19][C:20]1[CH:25]=[CH:24][C:23]([N:26]=[C:27]=[O:28])=[CH:22][C:21]=1[C:29]([F:32])([F:31])[F:30]. The catalyst is C(Cl)Cl. The yield is 0.740. (5) The reactants are [CH3:1][O:2][C:3]1[CH:4]=[C:5]2[C:9](=[CH:10][CH:11]=1)[C:8](=[O:12])[CH2:7][CH2:6]2.[N:13](OCCCC)=[O:14].Cl. The catalyst is CO. The product is [CH3:1][O:2][C:3]1[CH:4]=[C:5]2[C:9](=[CH:10][CH:11]=1)[C:8](=[O:12])[C:7](=[N:13][OH:14])[CH2:6]2. The yield is 0.620. (6) The reactants are [Br:1][C:2]1[CH:3]=[N:4][CH:5]=[N+:6]([O-])[CH:7]=1.C[Si]([C:13]#[N:14])(C)C.C(N(CC)CC)C. The catalyst is C(#N)C. The product is [Br:1][C:2]1[C:3]([C:13]#[N:14])=[N:4][CH:5]=[N:6][CH:7]=1. The yield is 0.200. (7) The reactants are C1[O:12][C:4]2([CH2:10][CH:9]3[CH2:11][CH:5]2[CH2:6][NH:7][CH2:8]3)OC1.C(N([CH2:18][CH3:19])CC)C.Cl[C:21]([O:23][CH2:24][CH3:25])=[O:22].C(=O)(O)[O-:27].[Na+]. The catalyst is C(Cl)Cl. The product is [CH2:24]1[O:23][C:21]([N:7]2[CH2:6][CH:5]3[CH2:11][CH:9]([CH2:10][C:4]3=[O:12])[CH2:8]2)([O:27][CH2:18][CH3:19])[O:22][CH2:25]1. The yield is 0.613. (8) The reactants are Br[C:2]1[C:7]([N+:8]([O-])=O)=[CH:6][CH:5]=[C:4]([CH3:11])[N:3]=1.[C:12]1([C:18]2([C:25]3[CH:30]=[CH:29][CH:28]=[CH:27][CH:26]=3)[CH2:23][NH:22][C:21](=O)[CH2:20][CH2:19]2)[CH:17]=[CH:16][CH:15]=[CH:14][CH:13]=1. No catalyst specified. The product is [CH3:11][C:4]1[CH:5]=[CH:6][C:7]2[N:8]=[C:21]3[CH2:20][CH2:19][C:18]([C:12]4[CH:17]=[CH:16][CH:15]=[CH:14][CH:13]=4)([C:25]4[CH:30]=[CH:29][CH:28]=[CH:27][CH:26]=4)[CH2:23][N:22]3[C:2]=2[N:3]=1. The yield is 0.510. (9) The reactants are C([C@@:9]1([OH:34])[C@@H:13]([CH:14](C(=O)C2C=CC=CC=2)[OH:15])[O:12][C@@H:11]([N:24]2[CH:31]=[CH:30][C:28](=[O:29])[NH:27][C:25]2=[O:26])[C@@:10]1([F:33])[CH3:32])(=O)C1C=CC=CC=1.N. The catalyst is CO. The product is [F:33][C@:10]1([CH3:32])[C@H:9]([OH:34])[C@@H:13]([CH2:14][OH:15])[O:12][C@H:11]1[N:24]1[CH:31]=[CH:30][C:28](=[O:29])[NH:27][C:25]1=[O:26]. The yield is 0.600.